From a dataset of Reaction yield outcomes from USPTO patents with 853,638 reactions. Predict the reaction yield, written as a fraction of the theoretical maximum amount of product (1.0 means a 100% yield; for example, 0.34 means a 34% yield). (1) The product is [Cl:1][C:2]1[CH:7]=[C:6]([F:8])[CH:5]=[CH:4][C:3]=1[C:9]1[N:13]([C@H:39]([CH3:40])[C@@H:35]([OH:36])[CH3:34])[CH:12]=[C:11]([C:14]([NH:16][C:17]2[CH:22]=[CH:21][C:20]([S:23]([CH3:26])(=[O:25])=[O:24])=[CH:19][CH:18]=2)=[O:15])[C:10]=1[CH3:27]. The reactants are [Cl:1][C:2]1[CH:7]=[C:6]([F:8])[CH:5]=[CH:4][C:3]=1[C:9]1[NH:13][CH:12]=[C:11]([C:14]([NH:16][C:17]2[CH:22]=[CH:21][C:20]([S:23]([CH3:26])(=[O:25])=[O:24])=[CH:19][CH:18]=2)=[O:15])[C:10]=1[CH3:27].CC(C)([O-])C.[Na+].[CH3:34][C@H:35]1[C@H:39]([CH3:40])OS(=O)(=O)[O:36]1.Cl. The yield is 0.500. The catalyst is CC(N(C)C)=O. (2) The reactants are [C:1]([O:5][C:6]([N:8]1[CH2:13][CH2:12][N:11]([C:14]2[CH:19]=[CH:18][CH:17]=[CH:16][C:15]=2[O:20][CH2:21][CH:22]([NH:24][C:25](OCC2C=CC=CC=2)=O)[CH3:23])[CH2:10][CH2:9]1)=[O:7])([CH3:4])([CH3:3])[CH3:2].[H][H].C(=O)([O-])[O-].[K+].[K+].I[C:44](I)([CH2:47]C)[CH2:45][CH3:46]. The catalyst is CO.[Pd].C(#N)C. The product is [C:1]([O:5][C:6]([N:8]1[CH2:13][CH2:12][N:11]([C:14]2[CH:19]=[CH:18][CH:17]=[CH:16][C:15]=2[O:20][CH2:21][CH:22]([N:24]2[CH2:25][CH2:46][CH2:45][CH2:44][CH2:47]2)[CH3:23])[CH2:10][CH2:9]1)=[O:7])([CH3:4])([CH3:2])[CH3:3]. The yield is 0.830. (3) The reactants are [C:1]([CH:5]1CC[CH:8]([OH:11])[CH2:7][CH2:6]1)([CH3:4])([CH3:3])[CH3:2].N([O-])=O.[Na+].F[C:17](F)(F)[C:18]([OH:20])=[O:19]. No catalyst specified. The product is [C:1]([CH:5]([CH2:6][CH2:7][CH2:8][OH:11])[CH2:17][C:18]([OH:20])=[O:19])([CH3:4])([CH3:3])[CH3:2]. The yield is 0.410. (4) The reactants are [CH:1]([C:4]1[CH:9]=[CH:8][C:7]([N+:10]([O-])=O)=[CH:6][N:5]=1)([CH3:3])[CH3:2]. The catalyst is CO.[Ni]. The product is [CH:1]([C:4]1[CH:9]=[CH:8][C:7]([NH2:10])=[CH:6][N:5]=1)([CH3:3])[CH3:2]. The yield is 0.520. (5) The yield is 0.940. The product is [OH:3][N:2]=[C:13]([NH2:14])[CH2:12][C:11]1([CH:10]([CH3:9])[CH3:15])[O:23][CH2:22][CH2:21][O:20]1. The reactants are Cl.[NH2:2][OH:3].N.OC1C=C[CH:9]=[C:10]2[C:15]=1[N:14]=[CH:13][CH:12]=[CH:11]2.C(C1(CC#N)[O:23][CH2:22][CH2:21][O:20]1)(C)C. The catalyst is CO. (6) The catalyst is C(Cl)Cl. The product is [Cl:1][C:2]1[CH:3]=[C:4]([CH3:10])[C:5]2[N:6]([C:11]([CH3:12])=[N:9][N:8]=2)[N:7]=1. The yield is 0.840. The reactants are [Cl:1][C:2]1[N:7]=[N:6][C:5]([NH:8][NH2:9])=[C:4]([CH3:10])[CH:3]=1.[CH3:11][C:12](O)=O.C([O-])(O)=O.[Na+]. (7) The product is [NH3:3].[CH3:32][OH:33].[F:20][C:5]1[C:6]([NH:8][CH:9]2[CH2:17][CH:16]3[N:12]([CH2:13][CH2:14][CH2:15]3)[C:11]([CH3:19])([CH3:18])[CH2:10]2)=[N:7][C:2]([NH:21][C:22]2[CH:23]=[CH:24][C:25]([O:35][CH:36]3[CH2:41][CH2:40][O:39][CH2:38][CH2:37]3)=[C:26]([N:28]3[C:32](=[O:33])[N:31]([CH3:34])[N:30]=[N:29]3)[CH:27]=2)=[N:3][CH:4]=1. The yield is 0.0100. The reactants are Cl[C:2]1[N:7]=[C:6]([NH:8][CH:9]2[CH2:17][CH:16]3[N:12]([CH2:13][CH2:14][CH2:15]3)[C:11]([CH3:19])([CH3:18])[CH2:10]2)[C:5]([F:20])=[CH:4][N:3]=1.[NH2:21][C:22]1[CH:23]=[CH:24][C:25]([O:35][CH:36]2[CH2:41][CH2:40][O:39][CH2:38][CH2:37]2)=[C:26]([N:28]2[C:32](=[O:33])[N:31]([CH3:34])[N:30]=[N:29]2)[CH:27]=1. The catalyst is CC(O)C. (8) The catalyst is CC(O)C. The reactants are [NH2:1][C:2]([N:4]1[CH2:9][CH2:8][CH:7]([C:10]([O:12][CH2:13][CH3:14])=[O:11])[CH2:6][CH2:5]1)=[S:3].Cl[CH:16]([CH3:20])[C:17](=O)[CH3:18]. The yield is 0.950. The product is [CH3:20][C:16]1[N:1]=[C:2]([N:4]2[CH2:9][CH2:8][CH:7]([C:10]([O:12][CH2:13][CH3:14])=[O:11])[CH2:6][CH2:5]2)[S:3][C:17]=1[CH3:18]. (9) The reactants are [CH:1]1[C:6]2[CH2:7][NH:8][CH2:9][CH2:10][S:11][C:5]=2[CH:4]=[CH:3][C:2]=1[NH2:12].Cl[C:14]1[N:19]=[C:18]([NH:20][C@@H:21]2[CH2:26][CH2:25][CH2:24][CH2:23][C@@H:22]2[NH:27][S:28]([CH3:31])(=[O:30])=[O:29])[C:17]([Cl:32])=[CH:16][N:15]=1. No catalyst specified. The product is [Cl:32][C:17]1[C:18]([NH:20][C@@H:21]2[CH2:26][CH2:25][CH2:24][CH2:23][C@H:22]2[NH:27][S:28]([CH3:31])(=[O:30])=[O:29])=[N:19][C:14]([NH:12][C:2]2[CH:3]=[CH:4][C:5]3[S:11][CH2:10][CH2:9][NH:8][CH2:7][C:6]=3[CH:1]=2)=[N:15][CH:16]=1. The yield is 0.850. (10) The reactants are [OH:1][CH2:2][C@@H:3]1[CH2:7][S:6][C:5]([C:8]2[NH:9][C:10]3[C:15]([CH:16]=2)=[CH:14][C:13]([O:17][CH2:18][CH2:19][O:20][CH3:21])=[CH:12][C:11]=3[N:22]([CH3:32])[S:23]([C:26]2[CH:31]=[CH:30][CH:29]=[CH:28][N:27]=2)(=[O:25])=[O:24])=[N:4]1.[CH3:33][S:34](Cl)(=[O:36])=[O:35].C(N(CC)CC)C. The catalyst is O1CCCC1. The product is [CH3:33][S:34]([O:1][CH2:2][C@@H:3]1[CH2:7][S:6][C:5]([C:8]2[NH:9][C:10]3[C:15]([CH:16]=2)=[CH:14][C:13]([O:17][CH2:18][CH2:19][O:20][CH3:21])=[CH:12][C:11]=3[N:22]([CH3:32])[S:23]([C:26]2[CH:31]=[CH:30][CH:29]=[CH:28][N:27]=2)(=[O:24])=[O:25])=[N:4]1)(=[O:36])=[O:35]. The yield is 0.770.